This data is from Reaction yield outcomes from USPTO patents with 853,638 reactions. The task is: Predict the reaction yield, written as a fraction of the theoretical maximum amount of product (1.0 means a 100% yield; for example, 0.34 means a 34% yield). (1) The reactants are [Si]([O:18][CH:19]1[CH2:22][N:21]([C:23]2[O:24][CH:25]=[C:26]([C:28]#[N:29])[N:27]=2)[CH2:20]1)(C(C)(C)C)(C1C=CC=CC=1)C1C=CC=CC=1.[F-].C([N+](CCCC)(CCCC)CCCC)CCC. The catalyst is O1CCCC1. The product is [C:28]([C:26]1[N:27]=[C:23]([N:21]2[CH2:22][CH:19]([OH:18])[CH2:20]2)[O:24][CH:25]=1)#[N:29]. The yield is 0.860. (2) The reactants are [CH:1]([O:4][C:5]1([C:8]2[CH:13]=[CH:12][C:11]([C:14]#[C:15][C:16]3[CH:21]=[CH:20][C:19]([CH2:22][C:23]([O:25]C)=[O:24])=[CH:18][CH:17]=3)=[CH:10][CH:9]=2)[CH2:7][CH2:6]1)([CH3:3])[CH3:2].[OH-].[Na+]. The catalyst is C(O)C.O1CCCC1. The product is [CH:1]([O:4][C:5]1([C:8]2[CH:13]=[CH:12][C:11]([C:14]#[C:15][C:16]3[CH:21]=[CH:20][C:19]([CH2:22][C:23]([OH:25])=[O:24])=[CH:18][CH:17]=3)=[CH:10][CH:9]=2)[CH2:7][CH2:6]1)([CH3:3])[CH3:2]. The yield is 0.560. (3) The reactants are [C:1]([CH2:4][C:5]1[C:10]([S:11][C:12]2[CH:17]=[CH:16][CH:15]=[CH:14][C:13]=2[CH2:18][C:19](O)=[O:20])=[CH:9][CH:8]=[CH:7][CH:6]=1)(O)=[O:2].C(C1C=CC=C([N+]([O-])=O)C=1SC1C=CC(F)=CC=1C(O)=O)(O)=O.B. No catalyst specified. The product is [OH:20][CH2:19][CH2:18][C:13]1[CH:14]=[CH:15][CH:16]=[CH:17][C:12]=1[S:11][C:10]1[C:5]([CH2:4][CH2:1][OH:2])=[CH:6][CH:7]=[CH:8][CH:9]=1. The yield is 0.730. (4) The reactants are [F:1][C:2]1[C:7]([F:8])=[CH:6][C:5]([C:9]2([CH2:24]O)[C:17]3[C:12](=[CH:13][CH:14]=[CH:15][CH:16]=3)[N:11]([CH2:18][CH2:19][CH2:20][CH2:21][CH3:22])[C:10]2=[O:23])=[C:4]([OH:26])[CH:3]=1.C1(CCN2C3C(=CC=CC=3)C(C3C(O)=CC4OCOC=4C=3)(CO)C2=O)CC1. No catalyst specified. The product is [F:8][C:7]1[C:2]([F:1])=[CH:3][C:4]2[O:26][CH2:24][C:9]3([C:17]4[C:12](=[CH:13][CH:14]=[CH:15][CH:16]=4)[N:11]([CH2:18][CH2:19][CH2:20][CH2:21][CH3:22])[C:10]3=[O:23])[C:5]=2[CH:6]=1. The yield is 0.710.